From a dataset of Forward reaction prediction with 1.9M reactions from USPTO patents (1976-2016). Predict the product of the given reaction. (1) Given the reactants [Cl:1][C:2]1[C:3]([NH:31][C:32]([C:34]2[C:42]3[C:37](=[CH:38][CH:39]=[CH:40][CH:41]=3)[N:36]([CH3:43])[CH:35]=2)=[O:33])=[CH:4][C:5]([F:30])=[C:6]([CH2:8][C:9]([N:11]2[CH2:15][C:14]([F:17])([F:16])[CH2:13][C@H:12]2[CH2:18][O:19][CH:20]2[CH2:25][CH2:24][CH:23]([C:26]([O:28]C)=[O:27])[CH2:22][CH2:21]2)=[O:10])[CH:7]=1.[OH-].[Na+], predict the reaction product. The product is: [Cl:1][C:2]1[C:3]([NH:31][C:32]([C:34]2[C:42]3[C:37](=[CH:38][CH:39]=[CH:40][CH:41]=3)[N:36]([CH3:43])[CH:35]=2)=[O:33])=[CH:4][C:5]([F:30])=[C:6]([CH2:8][C:9]([N:11]2[CH2:15][C:14]([F:16])([F:17])[CH2:13][C@H:12]2[CH2:18][O:19][C@H:20]2[CH2:25][CH2:24][C@H:23]([C:26]([OH:28])=[O:27])[CH2:22][CH2:21]2)=[O:10])[CH:7]=1. (2) The product is: [CH2:27]([O:26][C:23]1[N:22]=[N:21][C:20]([CH2:19][CH2:18][C:12]2[CH:13]=[N:14][C:15]3[CH2:16][CH2:17][NH:8][CH2:9][C:10]=3[CH:11]=2)=[CH:25][CH:24]=1)[C:28]1[CH:29]=[CH:30][CH:31]=[CH:32][CH:33]=1. Given the reactants C(OC([N:8]1[CH2:17][CH2:16][C:15]2[N:14]=[CH:13][C:12]([CH2:18][CH2:19][C:20]3[N:21]=[N:22][C:23]([O:26][CH2:27][C:28]4[CH:33]=[CH:32][CH:31]=[CH:30][CH:29]=4)=[CH:24][CH:25]=3)=[CH:11][C:10]=2[CH2:9]1)=O)(C)(C)C.FC(F)(F)C(O)=O.[OH-].[Na+], predict the reaction product.